From a dataset of Forward reaction prediction with 1.9M reactions from USPTO patents (1976-2016). Predict the product of the given reaction. Given the reactants [C:1]([N:5]1[C:9](=[O:10])[NH:8][C:7]([C:11]2[CH:16]=[C:15]([CH2:17][NH2:18])[CH:14]=[CH:13][C:12]=2[Cl:19])=[N:6]1)([CH3:4])([CH3:3])[CH3:2].[C:20](Cl)(=[O:25])[C:21]([CH3:24])([CH3:23])[CH3:22].CCN(C(C)C)C(C)C, predict the reaction product. The product is: [C:1]([N:5]1[C:9](=[O:10])[NH:8][C:7]([C:11]2[CH:16]=[C:15]([CH:14]=[CH:13][C:12]=2[Cl:19])[CH2:17][NH:18][C:20](=[O:25])[C:21]([CH3:24])([CH3:23])[CH3:22])=[N:6]1)([CH3:4])([CH3:2])[CH3:3].